This data is from Drug-target binding data from BindingDB using IC50 measurements. The task is: Regression. Given a target protein amino acid sequence and a drug SMILES string, predict the binding affinity score between them. We predict pIC50 (pIC50 = -log10(IC50 in M); higher means more potent). Dataset: bindingdb_ic50. (1) The drug is Clc1ccccc1Nc1ncnc2ccc(-c3cncs3)cc12. The target protein (P28907) has sequence MANCEFSPVSGDKPCCRLSRRAQLCLGVSILVLILVVVLAVVVPRWRQQWSGPGTTKRFPETVLARCVKYTEIHPEMRHVDCQSVWDAFKGAFISKHPCNITEEDYQPLMKLGTQTVPCNKILLWSRIKDLAHQFTQVQRDMFTLEDTLLGYLADDLTWCGEFNTSKINYQSCPDWRKDCSNNPVSVFWKTVSRRFAEAACDVVHVMLNGSRSKIFDKNSTFGSVEVHNLQPEKVQTLEAWVIHGGREDSRDLCQDPTIKELESIISKRNIQFSCKNIYRPDKFLQCVKNPEDSSCTSEI. The pIC50 is 5.4. (2) The drug is N[C@H]1CC[C@H](Nc2nc(Nc3ccc(C(=O)N4CCCCC4)cc3)c3ncn(-c4ccc(C(=O)O)cc4)c3n2)CC1. The target is PFCDPK1(Pfalciparum). The pIC50 is 7.5. (3) The compound is CC(=O)c1c(O)n(O)c2cc(NC(=O)c3ccc4ccccc4c3)ccc12. The target protein (Q9QLI9) has sequence MDTFITKNFQTTIIQKAKNTMAEFSEDPELQPAVLFNICVHLEVCYVISDMNFLDEEGKTYTALEGQGKEQNLRPQYEVIEGMPRNIAWMVQRSLAQEHGIETPRYLADLFDYKTKRFIEVGITKGLADDYFWKKKEKLGNSMELMIFSYNQDYSLSDESSLDEEGKGRVLSRLTELQAELSLKNLWQVLIGEEEIEKGIDFKLGQTISKLRNISVPAGFSNFEGMRSYIDNIDPKGAIERNLARMSPLVSVTPKKLKWEDLRPIGPHIYNHELPEVPYNAFLLMSDELGLANMTEGKSKKPKTLAKECLERYSTLRDQTDPILIMKSEKANENFLWRLWRDCVNTISNEETGNELQKTNYAKWATGDGLTYQKIMKEVAIDDETMYQEEPKIPNKCRVAAWVQAEMNLLSTLTSKRALDLPEIGPDVAPVEHVGSERRKYFVNEINYCKASTVMMKYVLFHTSLLNESNASMGKYKVIPITNRVVNEKGESFDMLYGLA.... The pIC50 is 4.7. (4) The small molecule is COc1ccc(CNC(=O)[C@@H](NC(=O)[C@H](CCCCNC(=O)OCc2ccccc2)NC(=O)Cc2cccc(Oc3ccccc3)c2)C(C)C)c(O)c1. The target protein (P28074) has sequence MALASVLERPLPVNQRGFFGLGGRADLLDLGPGSLSDGLSLAAPGWGVPEEPGIEMLHGTTTLAFKFRHGVIVAADSRATAGAYIASQTVKKVIEINPYLLGTMAGGAADCSFWERLLARQCRIYELRNKERISVAAASKLLANMVYQYKGMGLSMGTMICGWDKRGPGLYYVDSEGNRISGATFSVGSGSVYAYGVMDRGYSYDLEVEQAYDLARRAIYQATYRDAYSGGAVNLYHVREDGWIRVSSDNVADLHEKYSGSTP. The pIC50 is 4.9. (5) The drug is N=c1n(CC(=O)N/N=C/c2ccc(/C=N/NC(=O)Cn3c(=N)n(Cc4ccccc4)c4ccccc43)cc2)c2ccccc2n1Cc1ccccc1. The target protein (O34483) has sequence MAKVRTKDVMEQFNLELISGEEGINRPITMSDLSRPGIEIAGYFTYYPRERVQLLGKTELSFFEQLPEEEKKQRMDSLCTDVTPAIILSRDMPIPQELIDASEKNGVPVLRSPLKTTRLSSRLTNFLESRLAPTTAIHGVLVDIYGVGVLITGKSGVGKSETALELVKRGHRLVADDCVEIRQEDQDTLVGNAPELIEHLLEIRGLGIINVMTLFGAGAVRSNKRITIVMNLELWEQGKQYDRLGLEEETMKIIDTEITKLTIPVRPGRNLAVIIEVAAMNFRLKRMGLNAAEQFTNKLADVIEDGEQEE. The pIC50 is 4.7. (6) The small molecule is O=C(c1cccc(-c2ccc(C(F)(F)F)cc2)n1)N1CCCC2CCCCC21. The target protein sequence is GSHMASMTGGQQMGRGSNEEFRPEMLQGKKVIVTGASKGIGREMAYHLAKMGAHVVVTARSKETLQKVVSHCLELGAASAHYIAGTMEDMTFAEQFVAQAGKLMGGLDMLILNHITNTSLNLFHDDIHHVRKSMEVNFLSYVVLTVAALPMLKQSNGSIVVVSSLAGKVAYPMVAAYSASKFALDGFFSSIRKEYSVSRVNVSITLCVLGLIDTETAMKAVSGIVHMQAAPKEECALEIIKGGALRQEEVYYDSSRWTTLLIRNPCRKILEELYSTSYNMDRFINK. The pIC50 is 8.4. (7) The compound is Cc1ccc(C)c(NC(=O)CNS(=O)(=O)c2ccc3[nH]c(=O)oc3c2)c1. The target protein (P24823) has sequence MWGACLLLLGLSLQVCPSVIPVEEENPAFWNRKAAEALDAAKKLKPIQTSAKNLVILMGDGMGVSTVTATRILKGQQQGHLGPETQLAMDRFPHMALSKTYNTDKQIPDSAGTGTAFLCGVKTNMKVIGLSAAARFNQCNTTWGNEVVSVMHRAKKAGKSVGVVTTTSVQHASPAGTYAHTVNRGWYSDAQMPASALQDGCKDISTQLISNMDIDVILGGGRKFMFPKGTPDQEYPTDTKQAGTRLDGRNLVQEWLAKHQGARYVWNRSELIQASLNRSVTHLMGLFEPNDMKYEIHRDPAQDPSLAEMTEVAVRMLSRNPKGFYLFVEGGRIDHGHHETVAYRALTEAVMFDSAVDKADKLTSEQDTMILVTADHSHVFSFGGYTQRGASIFGLAPFKAEDGKSFTSILYGNGPGYKLHNGARADVTEEESSNPTYQQQAAVPLSSETHSGEDVAIFARGPQAHLVHGVQEQNYIAHVMAFAACLEPYTDCGLASPAGQ.... The pIC50 is 4.7. (8) The target protein (P08311) has sequence MQPLLLLLAFLLPTGAEAGEIIGGRESRPHSRPYMAYLQIQSPAGQSRCGGFLVREDFVLTAAHCWGSNINVTLGAHNIQRRENTQQHITARRAIRHPQYNQRTIQNDIMLLQLSRRVRRNRNVNPVALPRAQEGLRPGTLCTVAGWGRVSMRRGTDTLREVQLRVQRDRQCLRIFGSYDPRRQICVGDRRERKAAFKGDSGGPLLCNNVAHGIVSYGKSSGVPPEVFTRVSSFLPWIRTTMRSFKLLDQMETPL. The pIC50 is 4.0. The compound is CC(=O)Nc1ccc(N2CC(=O)N(S(=O)(=O)c3ccc(Cl)cc3)C2=O)cc1. (9) The compound is COc1cc2c(Oc3ccc(N=Cc4c(C)[nH]n(-c5ccccc5C(F)(F)F)c4=O)cc3F)ccnc2cc1OCCCN1CCOCC1. The target protein sequence is MRGARGAWDFLCVLLLLLRVQTGSSQPSVSPGEPSPPSIHPGKSDLIVRVGDEIRLLCTDPGFVKWTFEILDETNENKQNEWITEKAEATNTGKYTCTNKHGLSNSIYVFVRDPAKLFLVDRSLYGKEDNDTLVRCPLTDPEVTNYSLKGCQGKPLPKDLRFIPDPKAGIMIKSVKRAYHRLCLHCSVDQEGKSVLSEKFILKVRPAFKAVPVVSVSKASYLLREGEEFTVTCTIKDVSSSVYSTWKRENSQTKLQEKYNSWHHGDFNYERQATLTISSARVNDSGVFMCYANNTFGSANVTTTLEVVDKGFINIFPMINTTVFVNDGENVDLIVEYEAFPKPEHQQWIYMNRTFTDKWEDYPKSENESNIRYVSELHLTRLKGTEGGTYTFLVSNSDVNAAIAFNVYVNTKPEILTYDRLVNGMLQCVAAGFPEPTIDWYFCPGTEQRCSASVLPVDVQTLNSSGPPFGKLVVQSSIDSSAFKHNGTVECKAYNDVGKT.... The pIC50 is 8.6.